Dataset: Catalyst prediction with 721,799 reactions and 888 catalyst types from USPTO. Task: Predict which catalyst facilitates the given reaction. (1) Reactant: [N:1]1([CH2:7][C:8]2[CH:13]=[CH:12][C:11]([C:14]#[C:15][C:16]3[CH:24]=[CH:23][C:19]([C:20](O)=[O:21])=[CH:18][CH:17]=3)=[CH:10][CH:9]=2)[CH2:6][CH2:5][O:4][CH2:3][CH2:2]1.Cl.CN(C(ON1N=NC2C=CC=NC1=2)=[N+](C)C)C.F[P-](F)(F)(F)(F)F.CC[N:52]([CH:56]([CH3:58])[CH3:57])C(C)C.N[C@H:60]([C:67]([O:69][CH3:70])=[O:68])[C:61]1[CH:66]=CC=C[CH:62]=1.Cl. Product: [CH3:70][O:69][C:67](=[O:68])[CH2:60][C:61]1[CH:66]=[CH:57][C:56]([NH:52][C:20](=[O:21])[C:19]2[CH:23]=[CH:24][C:16]([C:15]#[C:14][C:11]3[CH:10]=[CH:9][C:8]([CH2:7][N:1]4[CH2:6][CH2:5][O:4][CH2:3][CH2:2]4)=[CH:13][CH:12]=3)=[CH:17][CH:18]=2)=[CH:58][CH:62]=1. The catalyst class is: 31. (2) Reactant: [N:1]1[CH:6]=[CH:5][CH:4]=[CH:3][C:2]=1[C:7]([OH:9])=O.C(C1NC=CN=1)(C1NC=CN=1)=O.[C:22]1([NH:28][C:29]2[N:34]=[C:33]([NH2:35])[N:32]=[C:31]([C:36]3[N:40]=C(C4SC=CN=4)O[N:37]=3)[N:30]=2)[CH:27]=[CH:26][CH:25]=[CH:24][CH:23]=1. Product: [C:22]1([NH:28][C:29]2[N:34]=[C:33]([NH2:35])[N:32]=[C:31]([C:36]3[N:37]=[C:7]([C:2]4[CH:3]=[CH:4][CH:5]=[CH:6][N:1]=4)[O:9][N:40]=3)[N:30]=2)[CH:23]=[CH:24][CH:25]=[CH:26][CH:27]=1. The catalyst class is: 17.